This data is from Reaction yield outcomes from USPTO patents with 853,638 reactions. The task is: Predict the reaction yield, written as a fraction of the theoretical maximum amount of product (1.0 means a 100% yield; for example, 0.34 means a 34% yield). (1) The reactants are [Cl:1][S:2]([OH:5])(=O)=[O:3].[Cl:6][C:7]1[CH:12]=[CH:11][C:10]([CH3:13])=[CH:9][C:8]=1[OH:14]. The catalyst is ClCCl. The product is [Cl:6][C:7]1[C:8]([OH:14])=[CH:9][C:10]([CH3:13])=[C:11]([S:2]([Cl:1])(=[O:5])=[O:3])[CH:12]=1. The yield is 0.0710. (2) The reactants are Br[C:2]1[CH:3]=[CH:4][C:5]([C:8]#[N:9])=[N:6][CH:7]=1.[F:10][C:11]1[CH:12]=[C:13]([SH:18])[CH:14]=[C:15]([F:17])[CH:16]=1.C(=O)([O-])[O-].[Cs+].[Cs+]. The catalyst is CN1CCCC1=O. The product is [F:10][C:11]1[CH:12]=[C:13]([S:18][C:2]2[CH:3]=[CH:4][C:5]([C:8]#[N:9])=[N:6][CH:7]=2)[CH:14]=[C:15]([F:17])[CH:16]=1. The yield is 0.890.